This data is from Peptide-MHC class II binding affinity with 134,281 pairs from IEDB. The task is: Regression. Given a peptide amino acid sequence and an MHC pseudo amino acid sequence, predict their binding affinity value. This is MHC class II binding data. The peptide sequence is IRGTSATAAAIQLKC. The MHC is DRB1_1201 with pseudo-sequence DRB1_1201. The binding affinity (normalized) is 0.265.